Dataset: Forward reaction prediction with 1.9M reactions from USPTO patents (1976-2016). Task: Predict the product of the given reaction. (1) Given the reactants [H-].[Na+].[O:3]1[CH2:7][CH2:6][CH:5]([C:8]2[O:9][C:10]3[C:16]([OH:17])=[CH:15][CH:14]=[CH:13][C:11]=3[CH:12]=2)[CH2:4]1.[Si:18](Cl)([C:21]([CH3:24])([CH3:23])[CH3:22])([CH3:20])[CH3:19], predict the reaction product. The product is: [C:21]([Si:18]([CH3:20])([CH3:19])[O:17][C:16]1[C:10]2[O:9][C:8]([CH:5]3[CH2:6][CH2:7][O:3][CH2:4]3)=[CH:12][C:11]=2[CH:13]=[CH:14][CH:15]=1)([CH3:24])([CH3:23])[CH3:22]. (2) Given the reactants C([O:8][C:9]1[C:14](=[O:15])[N:13]=[C:12](CC2C=CC(Cl)=CC=2C2C=CC=C(F)C=2)[N:11]2[CH2:31][CH2:32][N:33]([CH:36]([CH3:38])[CH3:37])[C:34](=[O:35])[C:10]=12)C1C=CC=CC=1.S(=O)(=O)(O)O, predict the reaction product. The product is: [OH:8][C:9]1[C:14](=[O:15])[N:13]=[CH:12][N:11]2[CH2:31][CH2:32][N:33]([CH:36]([CH3:38])[CH3:37])[C:34](=[O:35])[C:10]=12. (3) The product is: [NH2:1][C@H:2]1[CH2:7][CH2:6][C@H:5]([O:8][C:12]2[CH:19]=[CH:18][C:15]([C:16]#[N:17])=[CH:14][CH:13]=2)[CH2:4][CH2:3]1. Given the reactants [NH2:1][C@H:2]1[CH2:7][CH2:6][C@H:5]([OH:8])[CH2:4][CH2:3]1.[H-].[Na+].F[C:12]1[CH:19]=[CH:18][C:15]([C:16]#[N:17])=[CH:14][CH:13]=1, predict the reaction product. (4) Given the reactants C([O:4][CH2:5][C@@H:6]1[C@@H:11]([O:12]C(=O)C)[C@H:10]([O:16]C(=O)C)[C@@:9]([O:21]C(=O)C)([CH3:20])[C@@H:8]([O:25][C:26]2[CH:31]=[CH:30][C:29]([CH:32]3[CH2:34][CH:33]3[C:35]3[CH:40]=[CH:39][C:38]([O:41][C@@H:42]4[C@:47]([O:49]C(=O)C)([CH3:48])[C@@H:46]([O:53]C(=O)C)[C@H:45]([O:57]C(=O)C)[C@@H:44]([CH2:61][O:62]C(=O)C)[O:43]4)=[C:37]([CH3:66])[CH:36]=3)=[CH:28][C:27]=2[CH3:67])[O:7]1)(=O)C.C[O-].[Na+].CC(O)=O, predict the reaction product. The product is: [OH:62][CH2:61][C@H:44]1[O:43][C@H:42]([O:41][C:38]2[CH:39]=[CH:40][C:35]([CH:33]3[CH2:34][CH:32]3[C:29]3[CH:30]=[CH:31][C:26]([O:25][C@@H:8]4[C@:9]([OH:21])([CH3:20])[C@@H:10]([OH:16])[C@H:11]([OH:12])[C@@H:6]([CH2:5][OH:4])[O:7]4)=[C:27]([CH3:67])[CH:28]=3)=[CH:36][C:37]=2[CH3:66])[C@@:47]([CH3:48])([OH:49])[C@@H:46]([OH:53])[C@@H:45]1[OH:57]. (5) Given the reactants [Cl:1][C:2]1[CH:10]=[C:9]2[C:5]([C:6]([C:11]([N:13]3[CH2:18][CH2:17][C:16]4([C:22]5[CH:23]=[CH:24][C:25]([F:27])=[CH:26][C:21]=5[C:20](=[O:28])[O:19]4)[CH2:15][CH2:14]3)=[O:12])=[CH:7][NH:8]2)=[CH:4][CH:3]=1.[F:29][C:30]1[CH:31]=[C:32]([CH:35]=[CH:36][CH:37]=1)[CH2:33]Cl, predict the reaction product. The product is: [Cl:1][C:2]1[CH:10]=[C:9]2[C:5]([C:6]([C:11]([N:13]3[CH2:18][CH2:17][C:16]4([C:22]5[CH:23]=[CH:24][C:25]([F:27])=[CH:26][C:21]=5[C:20](=[O:28])[O:19]4)[CH2:15][CH2:14]3)=[O:12])=[CH:7][N:8]2[CH2:33][C:32]2[CH:35]=[CH:36][CH:37]=[C:30]([F:29])[CH:31]=2)=[CH:4][CH:3]=1. (6) Given the reactants [Br:1][C:2]1[CH:7]=[CH:6][C:5]([C@@H:8]([NH:10][C:11](=O)[CH2:12][CH2:13][C:14](=[O:21])[C:15]2[CH:20]=[CH:19][CH:18]=[CH:17][CH:16]=2)[CH3:9])=[CH:4][CH:3]=1.C1COCC1, predict the reaction product. The product is: [Br:1][C:2]1[CH:3]=[CH:4][C:5]([C@@H:8]([NH:10][CH2:11][CH2:12][CH2:13][CH:14]([C:15]2[CH:16]=[CH:17][CH:18]=[CH:19][CH:20]=2)[OH:21])[CH3:9])=[CH:6][CH:7]=1. (7) Given the reactants [NH2:1][C@H:2]([C:11]([OH:13])=[O:12])[CH2:3][C:4]1[CH:9]=[CH:8][C:7]([OH:10])=[CH:6][CH:5]=1.S(=O)(=O)(O)O.[CH3:19][CH:20](O)[CH3:21], predict the reaction product. The product is: [NH2:1][C@H:2]([C:11]([O:13][CH:20]([CH3:21])[CH3:19])=[O:12])[CH2:3][C:4]1[CH:5]=[CH:6][C:7]([OH:10])=[CH:8][CH:9]=1. (8) Given the reactants [NH2:1][C:2]1[C:3]([C:15]2[CH:24]=[CH:23][C:18]([C:19]([O:21]C)=[O:20])=[C:17]([F:25])[CH:16]=2)=[N:4][C:5]([C:8]2[CH:9]=[N:10][N:11]([CH2:13][CH3:14])[CH:12]=2)=[CH:6][N:7]=1.[Li+].[OH-].Cl, predict the reaction product. The product is: [NH2:1][C:2]1[C:3]([C:15]2[CH:24]=[CH:23][C:18]([C:19]([OH:21])=[O:20])=[C:17]([F:25])[CH:16]=2)=[N:4][C:5]([C:8]2[CH:9]=[N:10][N:11]([CH2:13][CH3:14])[CH:12]=2)=[CH:6][N:7]=1.